This data is from Full USPTO retrosynthesis dataset with 1.9M reactions from patents (1976-2016). The task is: Predict the reactants needed to synthesize the given product. (1) Given the product [N:8]1([CH2:7][CH2:6][O:5][C:18]2[CH:25]=[CH:24][C:21]([CH:22]=[O:23])=[CH:20][CH:19]=2)[C:16]2[C:11](=[CH:12][CH:13]=[CH:14][CH:15]=2)[CH:10]=[CH:9]1, predict the reactants needed to synthesize it. The reactants are: CS([O:5][CH2:6][CH2:7][N:8]1[C:16]2[C:11](=[CH:12][CH:13]=[CH:14][CH:15]=2)[CH:10]=[CH:9]1)(=O)=O.O[C:18]1[CH:25]=[CH:24][C:21]([CH:22]=[O:23])=[CH:20][CH:19]=1.[H-].[Na+].O. (2) Given the product [Br:1][C:2]1[C:3]([CH3:23])=[C:4]([NH:8][CH2:9][C:10]2[CH:14]=[C:13]([C:15]([CH3:17])([CH3:18])[CH3:16])[S:12][C:11]=2[C:19]([OH:21])=[O:20])[CH:5]=[CH:6][CH:7]=1, predict the reactants needed to synthesize it. The reactants are: [Br:1][C:2]1[C:3]([CH3:23])=[C:4]([NH:8][CH2:9][C:10]2[CH:14]=[C:13]([C:15]([CH3:18])([CH3:17])[CH3:16])[S:12][C:11]=2[C:19]([O:21]C)=[O:20])[CH:5]=[CH:6][CH:7]=1.C1COCC1.CO.[OH-].[Li+]. (3) Given the product [Br:24][C:15]1[C:14]2=[CH:21][N:11]([C:3]3[C:2]([Cl:1])=[CH:7][C:6]([CH:8]=[CH2:9])=[CH:5][C:4]=3[Cl:10])[N:12]=[C:13]2[C:18]([F:19])=[CH:17][N:16]=1, predict the reactants needed to synthesize it. The reactants are: [Cl:1][C:2]1[CH:7]=[C:6]([CH:8]=[CH2:9])[CH:5]=[C:4]([Cl:10])[C:3]=1[N:11]1[CH:21]=[C:14]2[CH:15]=[N+:16]([O-])[CH:17]=[C:18]([F:19])[C:13]2=[N:12]1.P(Br)(Br)([Br:24])=O. (4) Given the product [CH:1]1([C:4]2[CH:9]=[CH:8][CH:7]=[C:6]([CH2:10][CH3:11])[C:5]=2[CH2:12][C:14]2[N:15]=[CH:16][NH:17][CH:18]=2)[CH2:2][CH2:3]1, predict the reactants needed to synthesize it. The reactants are: [CH:1]1([C:4]2[CH:9]=[CH:8][CH:7]=[C:6]([CH2:10][CH3:11])[C:5]=2[CH:12]([C:14]2[N:15]=[CH:16][N:17](C(C3C=CC=CC=3)(C3C=CC=CC=3)C3C=CC=CC=3)[CH:18]=2)O)[CH2:3][CH2:2]1.C([SiH](CC)CC)C.FC(F)(F)C(O)=O. (5) Given the product [CH2:47]([O:49][C:50](=[O:59])[CH2:51][O:52][C:53]1([O:22][CH2:21][C:20](=[O:23])[C@@:17]2([OH:24])[CH2:16][C@H:15]([O:25][C@@H:26]3[O:40][C@@H:39]([CH3:41])[C@H:29]4[O:30][C@H:31]5[N:36]([C@H:28]4[CH2:27]3)[CH2:35][CH2:34][O:33][C@@H:32]5[O:37][CH3:38])[C:14]3[C:19](=[C:2]([OH:1])[C:3]4[C:4](=[O:46])[C:5]5[C:10]([C:11](=[O:43])[C:12]=4[C:13]=3[OH:42])=[C:9]([O:44][CH3:45])[CH:8]=[CH:7][CH:6]=5)[CH2:18]2)[CH2:58][CH2:57][CH2:56][CH2:55][CH2:54]1)[CH3:48], predict the reactants needed to synthesize it. The reactants are: [OH:1][C:2]1[C:19]2[CH2:18][C@@:17]([OH:24])([C:20](=[O:23])[CH2:21][OH:22])[CH2:16][C@H:15]([O:25][C@@H:26]3[O:40][C@@H:39]([CH3:41])[C@H:29]4[O:30][C@H:31]5[N:36]([C@H:28]4[CH2:27]3)[CH2:35][CH2:34][O:33][C@@H:32]5[O:37][CH3:38])[C:14]=2[C:13]([OH:42])=[C:12]2[C:3]=1[C:4](=[O:46])[C:5]1[CH:6]=[CH:7][CH:8]=[C:9]([O:44][CH3:45])[C:10]=1[C:11]2=[O:43].[CH2:47]([O:49][C:50](=[O:59])[CH2:51][O:52][C:53]1[CH2:58][CH2:57][CH2:56][CH2:55][CH:54]=1)[CH3:48].O.C1(C)C=CC(S(O)(=O)=O)=CC=1.C(=O)(O)[O-].[Na+].